From a dataset of Catalyst prediction with 721,799 reactions and 888 catalyst types from USPTO. Predict which catalyst facilitates the given reaction. Reactant: C(N(CC)CC)C.[NH2:8][CH2:9][CH2:10][N:11]1[C:23]2[C:22]3[CH:21]=[CH:20][CH:19]=[CH:18][C:17]=3[N:16]=[C:15]([NH2:24])[C:14]=2[N:13]=[C:12]1[CH2:25][CH2:26][CH2:27][CH3:28].[S:29](Cl)([C:32]1[CH:38]=[CH:37][C:35]([CH3:36])=[CH:34][CH:33]=1)(=[O:31])=[O:30].O. Product: [NH2:24][C:15]1[C:14]2[N:13]=[C:12]([CH2:25][CH2:26][CH2:27][CH3:28])[N:11]([CH2:10][CH2:9][NH:8][S:29]([C:32]3[CH:38]=[CH:37][C:35]([CH3:36])=[CH:34][CH:33]=3)(=[O:31])=[O:30])[C:23]=2[C:22]2[CH:21]=[CH:20][CH:19]=[CH:18][C:17]=2[N:16]=1. The catalyst class is: 60.